Task: Regression. Given a peptide amino acid sequence and an MHC pseudo amino acid sequence, predict their binding affinity value. This is MHC class I binding data.. Dataset: Peptide-MHC class I binding affinity with 185,985 pairs from IEDB/IMGT (1) The peptide sequence is VLLAFLNSM. The MHC is HLA-A25:01 with pseudo-sequence HLA-A25:01. The binding affinity (normalized) is 0.0847. (2) The peptide sequence is TVKNVDIIDL. The MHC is HLA-A02:01 with pseudo-sequence HLA-A02:01. The binding affinity (normalized) is 0. (3) The peptide sequence is QPFPQPQL. The MHC is HLA-B07:02 with pseudo-sequence HLA-B07:02. The binding affinity (normalized) is 0.411. (4) The peptide sequence is NPDIVIYQY. The MHC is HLA-A24:02 with pseudo-sequence HLA-A24:02. The binding affinity (normalized) is 0. (5) The peptide sequence is RRRKGWIPL. The MHC is HLA-B18:01 with pseudo-sequence HLA-B18:01. The binding affinity (normalized) is 0.213. (6) The peptide sequence is GTSWFITQR. The MHC is HLA-A31:01 with pseudo-sequence HLA-A31:01. The binding affinity (normalized) is 0.805. (7) The MHC is HLA-A02:03 with pseudo-sequence HLA-A02:03. The peptide sequence is DTCLLAISAV. The binding affinity (normalized) is 0.581. (8) The peptide sequence is IPVIVADDL. The MHC is H-2-Kd with pseudo-sequence H-2-Kd. The binding affinity (normalized) is 0.0384.